Task: Predict the reactants needed to synthesize the given product.. Dataset: Full USPTO retrosynthesis dataset with 1.9M reactions from patents (1976-2016) (1) Given the product [CH2:32]([O:31]/[CH:29]=[CH:30]/[C:15]1[C:14]([C:23]([O:25][CH3:26])=[O:24])=[N:13][CH:12]=[C:11]2[N:7]([CH2:6][C:5]3[CH:27]=[CH:28][C:2]([F:1])=[CH:3][CH:4]=3)[CH:8]=[CH:9][C:10]=12)[CH3:33], predict the reactants needed to synthesize it. The reactants are: [F:1][C:2]1[CH:28]=[CH:27][C:5]([CH2:6][N:7]2[C:11]3=[CH:12][N:13]=[C:14]([C:23]([O:25][CH3:26])=[O:24])[C:15](OC(=O)C(F)(F)F)=[C:10]3[CH:9]=[CH:8]2)=[CH:4][CH:3]=1.[CH2:29]([O:31]/[CH:32]=[CH:33]/[Sn](CCCC)(CCCC)CCCC)[CH3:30].C(N(CC)CC)C. (2) Given the product [Cl:24][C:18]1[C:19]([C:52]([F:55])([F:54])[F:53])=[CH:20][CH:21]=[CH:22][C:17]=1[C:15]([N:36]1[CH2:37][CH2:38][N:33]([C:31]2[CH:32]=[C:27]([I:26])[CH:28]=[CH:29][C:30]=2[O:40][CH3:41])[C:34](=[O:39])[CH2:35]1)=[O:16], predict the reactants needed to synthesize it. The reactants are: ClC1C=C(F)C=CC=1N1CCN([C:15]([C:17]2[CH:22]=[CH:21][CH:20]=[C:19](Cl)[C:18]=2[Cl:24])=[O:16])CC1=O.[I:26][C:27]1[CH:28]=[CH:29][C:30]([O:40][CH3:41])=[C:31]([N:33]2[CH2:38][CH2:37][NH:36][CH2:35][C:34]2=[O:39])[CH:32]=1.FC1C([C:52]([F:55])([F:54])[F:53])=CC=CC=1C(Cl)=O.ClC1C=C(F)C=CC=1N1CCNCC1=O.ClC1C(Cl)=CC=CC=1C(Cl)=O. (3) Given the product [O:1]1[CH2:5][CH2:4][CH:3]([O:6][C:10]2[CH:19]=[C:18]3[C:13]([CH:14]=[N:15][C:16]([NH:20][C@H:21]4[CH2:22][CH2:23][C@H:24]([OH:27])[CH2:25][CH2:26]4)=[N:17]3)=[CH:12][CH:11]=2)[CH2:2]1, predict the reactants needed to synthesize it. The reactants are: [O:1]1[CH2:5][CH2:4][CH:3]([OH:6])[CH2:2]1.[H-].[Na+].F[C:10]1[CH:19]=[C:18]2[C:13]([CH:14]=[N:15][C:16]([NH:20][C@H:21]3[CH2:26][CH2:25][C@H:24]([OH:27])[CH2:23][CH2:22]3)=[N:17]2)=[CH:12][CH:11]=1.